Dataset: Full USPTO retrosynthesis dataset with 1.9M reactions from patents (1976-2016). Task: Predict the reactants needed to synthesize the given product. (1) Given the product [CH3:19][O:20][C:21]1[CH:30]=[CH:29][CH:28]=[CH:27][C:22]=1[O:23][CH2:24][CH2:25][NH:26][CH2:3][CH:2]([OH:1])[CH2:4][O:5][C:6]1[CH:7]=[CH:8][CH:9]=[C:10]2[NH:11][C:12]3[CH:13]=[CH:14][CH:15]=[CH:16][C:17]=3[C:18]=12.[C:31]([O-:40])(=[O:39])[CH:32]([CH:34]([C:36]([O-:38])=[O:37])[OH:35])[OH:33], predict the reactants needed to synthesize it. The reactants are: [O:1]1[CH2:3][CH:2]1[CH2:4][O:5][C:6]1[C:18]2[C:17]3[C:12](=[CH:13][CH:14]=[CH:15][CH:16]=3)[NH:11][C:10]=2[CH:9]=[CH:8][CH:7]=1.[CH3:19][O:20][C:21]1[CH:30]=[CH:29][CH:28]=[CH:27][C:22]=1[O:23][CH2:24][CH2:25][NH2:26].[C:31]([OH:40])(=[O:39])[C@@H:32]([C@H:34]([C:36]([OH:38])=[O:37])[OH:35])[OH:33]. (2) Given the product [CH2:26]([N:8]1[C:9]2[C:4](=[CH:3][C:2]([Br:1])=[CH:11][CH:10]=2)[N:5]=[CH:6][C:7]1=[O:12])[C:27]1[CH:32]=[CH:31][CH:30]=[CH:29][CH:28]=1, predict the reactants needed to synthesize it. The reactants are: [Br:1][C:2]1[CH:3]=[C:4]2[C:9](=[CH:10][CH:11]=1)[NH:8][C:7](=[O:12])[CH:6]=[N:5]2.C(=O)([O-])[O-].[K+].[K+].O.C(OCC)(=O)C.[CH2:26](Br)[C:27]1[CH:32]=[CH:31][CH:30]=[CH:29][CH:28]=1. (3) Given the product [Cl:5][C:6]1[CH:7]=[CH:8][C:9]([CH:12]2[CH:16]([C:17]3[CH:18]=[CH:19][C:20]([Cl:23])=[CH:21][CH:22]=3)[N:15]([C:1]([N:43]3[CH2:48][CH2:47][NH:46][CH2:45][CH2:44]3)=[O:2])[C:14]([C:24]3[CH:29]=[CH:28][C:27]([N:30]([CH3:31])[CH3:32])=[CH:26][C:25]=3[O:33][CH2:34][CH3:35])=[N:13]2)=[CH:10][CH:11]=1, predict the reactants needed to synthesize it. The reactants are: [C:1](Cl)(Cl)=[O:2].[Cl:5][C:6]1[CH:11]=[CH:10][C:9]([CH:12]2[CH:16]([C:17]3[CH:22]=[CH:21][C:20]([Cl:23])=[CH:19][CH:18]=3)[NH:15][C:14]([C:24]3[CH:29]=[CH:28][C:27]([N:30]([CH3:32])[CH3:31])=[CH:26][C:25]=3[O:33][CH2:34][CH3:35])=[N:13]2)=[CH:8][CH:7]=1.C(N(CC)CC)C.[NH:43]1[CH2:48][CH2:47][NH:46][CH2:45][CH2:44]1.